Dataset: Retrosynthesis with 50K atom-mapped reactions and 10 reaction types from USPTO. Task: Predict the reactants needed to synthesize the given product. (1) Given the product CC(C)(C)OC(=O)CNC(=O)[C@H](Cc1ccc(O)cc1)NC(=O)OCC1c2ccccc2-c2ccccc21, predict the reactants needed to synthesize it. The reactants are: CC(C)(C)OC(=O)CN.O=C(N[C@@H](Cc1ccc(O)cc1)C(=O)O)OCC1c2ccccc2-c2ccccc21. (2) Given the product C#CCNc1ccc(F)cc1, predict the reactants needed to synthesize it. The reactants are: C#CCBr.Nc1ccc(F)cc1. (3) The reactants are: COC(=O)c1ccc(-c2cn3c(n2)sc2ccccc23)cc1. Given the product O=C(O)c1ccc(-c2cn3c(n2)sc2ccccc23)cc1, predict the reactants needed to synthesize it. (4) The reactants are: COc1ccccc1-c1ccc(C(=O)OC(C)(C)C)c(NC(=O)c2cc(N3CCCCC3)ccc2O)c1. Given the product COc1ccccc1-c1ccc(C(=O)O)c(NC(=O)c2cc(N3CCCCC3)ccc2O)c1, predict the reactants needed to synthesize it. (5) Given the product CCN1C(=O)C(Cc2ccccc2CN)N=C(c2ccccc2)c2cc(OC)c(OC)cc21, predict the reactants needed to synthesize it. The reactants are: CCN1C(=O)C(Cc2ccccc2C#N)N=C(c2ccccc2)c2cc(OC)c(OC)cc21. (6) Given the product COc1ccncc1-c1cccc2c(N)c(C(=O)NC3CC3)nnc12, predict the reactants needed to synthesize it. The reactants are: COc1ccncc1B(O)O.Nc1c(C(=O)NC2CC2)nnc2c(Br)cccc12.